This data is from Full USPTO retrosynthesis dataset with 1.9M reactions from patents (1976-2016). The task is: Predict the reactants needed to synthesize the given product. (1) Given the product [C:22]([Si:19]([CH3:21])([CH3:20])[O:18][CH:9]([CH2:8][C:4]1[CH:5]=[CH:6][CH:7]=[C:2]([Cl:1])[CH:3]=1)[CH2:10][CH2:11][CH:12]1[NH:16][C:15](=[O:17])[CH2:14][CH2:13]1)([CH3:25])([CH3:24])[CH3:23], predict the reactants needed to synthesize it. The reactants are: [Cl:1][C:2]1[CH:3]=[C:4]([CH2:8][CH:9]([OH:18])[CH2:10][CH2:11][CH:12]2[NH:16][C:15](=[O:17])[CH2:14][CH2:13]2)[CH:5]=[CH:6][CH:7]=1.[Si:19](Cl)([C:22]([CH3:25])([CH3:24])[CH3:23])([CH3:21])[CH3:20]. (2) Given the product [NH2:1][C:2](=[O:28])[C:3]([C:5]1[C:13]2[C:8](=[CH:9][CH:10]=[CH:11][C:12]=2[O:14][CH:15]([F:19])[C:16]([NH:33][S:30]([CH3:29])(=[O:32])=[O:31])=[O:17])[N:7]([CH2:20][C:21]2[CH:22]=[CH:23][CH:24]=[CH:25][CH:26]=2)[C:6]=1[CH3:27])=[O:4], predict the reactants needed to synthesize it. The reactants are: [NH2:1][C:2](=[O:28])[C:3]([C:5]1[C:13]2[C:8](=[CH:9][CH:10]=[CH:11][C:12]=2[O:14][CH:15]([F:19])[C:16](O)=[O:17])[N:7]([CH2:20][C:21]2[CH:26]=[CH:25][CH:24]=[CH:23][CH:22]=2)[C:6]=1[CH3:27])=[O:4].[CH3:29][S:30]([NH2:33])(=[O:32])=[O:31].Cl.CN(C)CCCN=C=NCC. (3) Given the product [F:56][CH:9]([F:8])[C:10]1[CH:15]=[CH:14][N:13]=[C:12]([NH:16][C:17]2[N:22]=[C:21]([C:23]3[CH:24]=[N:25][C:26]([C@@:29]([C@H:32]4[CH2:33][CH2:34][C@H:35]([C:38]([O:40][C@H:41]5[CH2:46][CH2:45][C@@H:44]([NH2:47])[CH2:43][CH2:42]5)=[O:39])[CH2:36][CH2:37]4)([OH:31])[CH3:30])=[CH:27][CH:28]=3)[CH:20]=[C:19]([CH3:55])[CH:18]=2)[CH:11]=1, predict the reactants needed to synthesize it. The reactants are: C(O)(C(F)(F)F)=O.[F:8][CH:9]([F:56])[C:10]1[CH:15]=[CH:14][N:13]=[C:12]([NH:16][C:17]2[N:22]=[C:21]([C:23]3[CH:24]=[N:25][C:26]([C@@:29]([C@H:32]4[CH2:37][CH2:36][C@H:35]([C:38]([O:40][C@H:41]5[CH2:46][CH2:45][C@@H:44]([NH:47]C(OC(C)(C)C)=O)[CH2:43][CH2:42]5)=[O:39])[CH2:34][CH2:33]4)([OH:31])[CH3:30])=[CH:27][CH:28]=3)[CH:20]=[C:19]([CH3:55])[CH:18]=2)[CH:11]=1. (4) Given the product [CH3:14][C:15]1[CH:16]=[C:6]([C:7]([F:10])([F:9])[F:8])[O:5][C:3](=[O:4])[CH:2]=1, predict the reactants needed to synthesize it. The reactants are: F[C:2](F)(F)[C:3]([O:5][C:6](=O)[C:7]([F:10])([F:9])[F:8])=[O:4].[CH3:14][C:15](C)=[CH:16]C(Cl)=O.C(N(CC)CC)C. (5) Given the product [ClH:25].[C:1]([C:5]1[N:10]=[C:9]([O:11][CH2:12][CH3:13])[C:8]([C:14]2[N:15]([C:33]([N:43]3[CH2:42][CH2:41][N:40]([CH2:39][C:38]([N:37]([CH3:47])[CH3:36])=[O:46])[CH2:45][CH2:44]3)=[O:34])[C@H:16]([C:26]3[CH:31]=[CH:30][C:29]([Cl:32])=[CH:28][CH:27]=3)[C@H:17]([C:19]3[CH:24]=[CH:23][C:22]([Cl:25])=[CH:21][CH:20]=3)[N:18]=2)=[CH:7][N:6]=1)([CH3:4])([CH3:2])[CH3:3], predict the reactants needed to synthesize it. The reactants are: [C:1]([C:5]1[N:10]=[C:9]([O:11][CH2:12][CH3:13])[C:8]([C:14]2[N:15]([C:33](Cl)=[O:34])[CH:16]([C:26]3[CH:31]=[CH:30][C:29]([Cl:32])=[CH:28][CH:27]=3)[CH:17]([C:19]3[CH:24]=[CH:23][C:22]([Cl:25])=[CH:21][CH:20]=3)[N:18]=2)=[CH:7][N:6]=1)([CH3:4])([CH3:3])[CH3:2].[CH3:36][N:37]([CH3:47])[C:38](=[O:46])[CH2:39][N:40]1[CH2:45][CH2:44][NH:43][CH2:42][CH2:41]1. (6) Given the product [Cl:19][C:20]1[CH:21]=[CH:22][C:23]([CH2:26][O:27][C:28]2[CH:33]=[CH:32][N:31]([C:2]3[CH:7]=[N:6][C:5]([N:8]4[CH2:12][CH2:11][CH:10]([NH:13][CH:14]5[CH2:18][CH2:17][CH2:16][CH2:15]5)[CH2:9]4)=[CH:4][CH:3]=3)[C:30](=[O:34])[CH:29]=2)=[N:24][CH:25]=1, predict the reactants needed to synthesize it. The reactants are: Br[C:2]1[CH:3]=[CH:4][C:5]([N:8]2[CH2:12][CH2:11][CH:10]([NH:13][CH:14]3[CH2:18][CH2:17][CH2:16][CH2:15]3)[CH2:9]2)=[N:6][CH:7]=1.[Cl:19][C:20]1[CH:21]=[CH:22][C:23]([CH2:26][O:27][C:28]2[CH:33]=[CH:32][NH:31][C:30](=[O:34])[CH:29]=2)=[N:24][CH:25]=1.[Na+].[I-].C([O-])([O-])=O.[K+].[K+].[C@@H]1(N)CCCC[C@H]1N. (7) Given the product [Cl:14][C:2]1[O:3][C:4]2[CH:10]=[C:9]([OH:11])[CH:8]=[CH:7][C:5]=2[N:6]=1, predict the reactants needed to synthesize it. The reactants are: S[C:2]1[O:3][C:4]2[CH:10]=[C:9]([OH:11])[CH:8]=[CH:7][C:5]=2[N:6]=1.S(Cl)([Cl:14])=O. (8) Given the product [CH2:30]([N:33]1[C:37]([CH2:38][S:39]([C:41]2[CH:42]=[CH:43][C:44]([NH2:45])=[CH:46][CH:47]=2)=[O:40])=[CH:36][N:35]=[CH:34]1)[CH2:31][CH3:32], predict the reactants needed to synthesize it. The reactants are: O.C1(C)C=CC(C([C@](C(O)=O)(O)[C@](C(C2C=CC(C)=CC=2)=O)(O)C(O)=O)=O)=CC=1.[CH2:30]([N:33]1[C:37]([CH2:38][S@@:39]([C:41]2[CH:47]=[CH:46][C:44]([NH2:45])=[CH:43][CH:42]=2)=[O:40])=[CH:36][N:35]=[CH:34]1)[CH2:31][CH3:32]. (9) Given the product [F:53][C:54]([F:59])([F:58])[C:55]([OH:57])=[O:56].[NH2:32][CH2:33][C:34]1[CH:35]=[CH:36][C:37]([S:40]([NH:41][C:23]([C:19]2[O:20][C:21]([CH3:22])=[C:17]([CH2:16][O:15][C:12]3[CH:13]=[CH:14][C:9]([C:6]4[CH:7]=[CH:8][C:3]([O:2][CH3:1])=[CH:4][CH:5]=4)=[CH:10][CH:11]=3)[CH:18]=2)=[O:24])(=[O:42])=[O:43])=[CH:38][CH:39]=1, predict the reactants needed to synthesize it. The reactants are: [CH3:1][O:2][C:3]1[CH:8]=[CH:7][C:6]([C:9]2[CH:14]=[CH:13][C:12]([O:15][CH2:16][C:17]3[CH:18]=[C:19]([C:23](O)=[O:24])[O:20][C:21]=3[CH3:22])=[CH:11][CH:10]=2)=[CH:5][CH:4]=1.C(OC(=O)[NH:32][CH2:33][C:34]1[CH:39]=[CH:38][C:37]([S:40](=[O:43])(=[O:42])[NH2:41])=[CH:36][CH:35]=1)(C)(C)C.C(=O)(OC(C)(C)C)N.[F:53][C:54]([F:59])([F:58])[C:55]([OH:57])=[O:56].ClCCl. (10) Given the product [CH:1]1([CH2:7][N:8]2[C:42](=[O:43])[C:41]([OH:47])=[C:12]3[C:13](=[O:25])[N:14]([CH2:17][C:18]4[CH:19]=[CH:20][C:21]([F:24])=[CH:22][CH:23]=4)[CH2:15][CH2:16][N:11]3[C:9]2=[S:10])[CH2:2][CH2:3][CH2:4][CH2:5][CH2:6]1, predict the reactants needed to synthesize it. The reactants are: [CH:1]1([CH2:7][NH:8][C:9]([N:11]2[CH2:16][CH2:15][N:14]([CH2:17][C:18]3[CH:23]=[CH:22][C:21]([F:24])=[CH:20][CH:19]=3)[C:13](=[O:25])[CH2:12]2)=[S:10])[CH2:6][CH2:5][CH2:4][CH2:3][CH2:2]1.C[Si]([N-][Si](C)(C)C)(C)C.[Li+].C1COCC1.[C:41](OCC)(=[O:47])[C:42](OCC)=[O:43].